This data is from Full USPTO retrosynthesis dataset with 1.9M reactions from patents (1976-2016). The task is: Predict the reactants needed to synthesize the given product. (1) The reactants are: [Br:1][C:2]1[CH:7]=[CH:6][C:5]([NH2:8])=[CH:4][C:3]=1[I:9].Cl.[C:11]1(Cl)[C:17](=O)C(Cl)=C(Cl)[C:13](=O)[C:12]=1Cl.C(=O)/C=C/C.[NH4+].[OH-]. Given the product [Br:1][C:2]1[CH:7]=[C:6]2[C:5](=[CH:4][C:3]=1[I:9])[N:8]=[C:12]([CH3:13])[CH:11]=[CH:17]2, predict the reactants needed to synthesize it. (2) Given the product [F:20][C:21]1[CH:22]=[C:23]([CH:31]=[CH:32][CH:33]=1)[C:24]([NH:26][N:27]([C:17](=[O:19])/[CH:16]=[CH:15]/[C:8]1[C:9]2[C:14](=[CH:13][CH:12]=[CH:11][CH:10]=2)[N:6]([CH2:1][CH2:2][CH:3]([CH3:4])[CH3:5])[CH:7]=1)[CH:28]([CH3:30])[CH3:29])=[O:25], predict the reactants needed to synthesize it. The reactants are: [CH2:1]([N:6]1[C:14]2[C:9](=[CH:10][CH:11]=[CH:12][CH:13]=2)[C:8](/[CH:15]=[CH:16]/[C:17]([OH:19])=O)=[CH:7]1)[CH2:2][CH:3]([CH3:5])[CH3:4].[F:20][C:21]1[CH:22]=[C:23]([CH:31]=[CH:32][CH:33]=1)[C:24]([NH:26][NH:27][CH:28]([CH3:30])[CH3:29])=[O:25].CN(C(ON1N=NC2C=CC=NC1=2)=[N+](C)C)C.F[P-](F)(F)(F)(F)F.C(N(CC)C(C)C)(C)C.